This data is from Reaction yield outcomes from USPTO patents with 853,638 reactions. The task is: Predict the reaction yield, written as a fraction of the theoretical maximum amount of product (1.0 means a 100% yield; for example, 0.34 means a 34% yield). (1) The reactants are [CH2:1]([N:7]1[CH2:12][CH:11]2[CH:9]([C:10]2([C:14]2[CH:15]=[C:16]([NH:20][C:21](=[O:23])[CH3:22])[CH:17]=[CH:18][CH:19]=2)[CH3:13])[CH2:8]1)[CH2:2][CH2:3][CH2:4][CH2:5][CH3:6].F[B-](F)(F)F.[O:29]=[N+:30]=[O:31].C(=O)([O-])O.[Na+]. The catalyst is C(#N)C. The product is [CH2:1]([N:7]1[CH2:8][CH:9]2[CH:11]([C:10]2([C:14]2[CH:19]=[CH:18][C:17]([N+:30]([O-:31])=[O:29])=[C:16]([NH:20][C:21](=[O:23])[CH3:22])[CH:15]=2)[CH3:13])[CH2:12]1)[CH2:2][CH2:3][CH2:4][CH2:5][CH3:6]. The yield is 0.320. (2) The reactants are C(OC(=O)[NH:7][C:8]1[S:9][C:10]2[CH:16]=[C:15]([CH:17]([C:19]3[CH:24]=[CH:23][C:22]([F:25])=[CH:21][CH:20]=3)O)[CH:14]=[C:13]([C:26]3[CH:31]=[CH:30][CH:29]=[C:28]([Br:32])[CH:27]=3)[C:11]=2[N:12]=1)(C)(C)C.[SiH](CC)(CC)CC.C(Cl)Cl.CCCCCC. The catalyst is C(O)(C(F)(F)F)=O.ClCCl. The product is [Br:32][C:28]1[CH:27]=[C:26]([C:13]2[C:11]3[N:12]=[C:8]([NH2:7])[S:9][C:10]=3[CH:16]=[C:15]([CH2:17][C:19]3[CH:20]=[CH:21][C:22]([F:25])=[CH:23][CH:24]=3)[CH:14]=2)[CH:31]=[CH:30][CH:29]=1. The yield is 0.650. (3) The reactants are [CH2:1]([C:3]1[CH:8]=[CH:7][C:6]([NH:9][C:10](=[O:12])[CH3:11])=[CH:5][CH:4]=1)[CH3:2].[N+:13]([O-])([OH:15])=[O:14].C(=O)([O-])[O-].[Na+].[Na+]. No catalyst specified. The product is [CH2:1]([C:3]1[CH:8]=[CH:7][C:6]([NH:9][C:10](=[O:12])[CH3:11])=[CH:5][C:4]=1[N+:13]([O-:15])=[O:14])[CH3:2]. The yield is 0.880. (4) The reactants are [CH3:1][O:2][C:3](=[O:7])[C:4](Cl)=[O:5].[NH2:8][C:9]1[CH:26]=[CH:25][C:12]([O:13][CH:14]2[CH2:19][CH2:18][CH:17]([C:20]([O:22][CH2:23][CH3:24])=[O:21])[CH2:16][CH2:15]2)=[CH:11][C:10]=1[N+:27]([O-:29])=[O:28].N1C=CC=CC=1. The catalyst is C(Cl)Cl. The yield is 0.180. The product is [CH3:1][O:2][C:3]([C:4]([NH:8][C:9]1[CH:26]=[CH:25][C:12]([O:13][C@@H:14]2[CH2:19][CH2:18][C@H:17]([C:20]([O:22][CH2:23][CH3:24])=[O:21])[CH2:16][CH2:15]2)=[CH:11][C:10]=1[N+:27]([O-:29])=[O:28])=[O:5])=[O:7]. (5) The reactants are ClC(Cl)(O[C:5](=O)[O:6][C:7](Cl)(Cl)Cl)Cl.[Cl:13][C:14]1[CH:23]=[N:22][C:21]2[C:20]([N:24]3[CH2:29][CH2:28][O:27][CH2:26][CH2:25]3)=[N:19][C:18]([C:30]3[CH:36]=[CH:35][C:33]([NH2:34])=[CH:32][CH:31]=3)=[N:17][C:16]=2[CH:15]=1.C(N(CC)C(C)C)(C)C.OCC1[CH:53]=[CH:52][C:51]([NH2:54])=[CH:50][CH:49]=1.[C:55]([O-])(O)=[O:56].[Na+]. The catalyst is O1CCCC1. The product is [Cl:13][C:14]1[CH:23]=[N:22][C:21]2[C:20]([N:24]3[CH2:29][CH2:28][O:27][CH2:26][CH2:25]3)=[N:19][C:18]([C:30]3[CH:36]=[CH:35][C:33]([NH:34][C:55]([NH:54][C:51]4[CH:50]=[CH:49][C:5]([O:6][CH3:7])=[CH:53][CH:52]=4)=[O:56])=[CH:32][CH:31]=3)=[N:17][C:16]=2[CH:15]=1. The yield is 0.530.